Dataset: Reaction yield outcomes from USPTO patents with 853,638 reactions. Task: Predict the reaction yield, written as a fraction of the theoretical maximum amount of product (1.0 means a 100% yield; for example, 0.34 means a 34% yield). (1) The product is [N:1]([C@@H:14]([CH2:11][CH2:12][CH3:13])[C@H:15]([OH:16])[C:17]([OH:19])=[O:18])=[N+:2]=[N-:3]. The reactants are [N-:1]=[N+:2]=[N-:3].[Na+].[O-]S([O-])(=O)=O.[Mg+2].[CH2:11]([C@H:14]1[O:16][C@@H:15]1[C:17]([OH:19])=[O:18])[CH2:12][CH3:13].[OH-].[Na+].Cl. The catalyst is O.CO. The yield is 0.800. (2) The reactants are C[O:2][C:3]1[CH:8]=[C:7]([C:9]([F:12])([F:11])[F:10])[O:6]C(=O)[CH:4]=1.[CH3:14][O-:15].[Mg+2].[CH3:17][O-:18].Cl. No catalyst specified. The product is [F:10][C:9]([F:12])([F:11])[C:7](=[O:6])[CH2:8][C:3](=[O:2])[CH2:4][C:14]([O:18][CH3:17])=[O:15]. The yield is 0.260. (3) The reactants are [NH:1]([C:13]([O:15][CH2:16][C:17]1[CH:22]=[CH:21][CH:20]=[CH:19][CH:18]=1)=[O:14])[C@H:2]([C:10](O)=[O:11])[CH2:3][C:4]1[CH:9]=[CH:8][CH:7]=[CH:6][CH:5]=1.C1C2C3C(=O)[N:32](O)C(=O)C3C1C=C2.CCN=C=NCCCN(C)C.Cl.N. The catalyst is CC#N.CN(C=O)C. The product is [NH:1]([C:13]([O:15][CH2:16][C:17]1[CH:22]=[CH:21][CH:20]=[CH:19][CH:18]=1)=[O:14])[C@H:2]([C:10]([NH2:32])=[O:11])[CH2:3][C:4]1[CH:9]=[CH:8][CH:7]=[CH:6][CH:5]=1. The yield is 0.990. (4) The reactants are C([N:8]1[CH2:16][CH2:15][CH:14]2[CH:10]([CH2:11][C:12]3[CH:19]=[CH:18][S:17][C:13]=32)[CH2:9]1)C1C=CC=CC=1.C([O-])([O-])=O.[K+].[K+].CC(Cl)OC(Cl)=O. The catalyst is ClC(Cl)C. The product is [CH:19]1[C:12]2[CH2:11][CH:10]3[CH:14]([C:13]=2[S:17][CH:18]=1)[CH2:15][CH2:16][NH:8][CH2:9]3. The yield is 0.940. (5) The reactants are [CH3:1][C:2]1([CH3:18])[C:6]([CH3:8])([CH3:7])[O:5][B:4]([C:9]2[CH:17]=[CH:16][C:12]([C:13]([OH:15])=[O:14])=[CH:11][CH:10]=2)[O:3]1.C(=O)([O-])[O-].[K+].[K+].[CH2:25]([O:27][CH2:28]Cl)[CH3:26]. The catalyst is C(#N)C. The product is [CH3:8][C:6]1([CH3:7])[C:2]([CH3:18])([CH3:1])[O:3][B:4]([C:9]2[CH:17]=[CH:16][C:12]([C:13]([O:15][CH2:28][O:27][CH2:25][CH3:26])=[O:14])=[CH:11][CH:10]=2)[O:5]1. The yield is 0.840. (6) The reactants are Br[C:2]1[CH:3]=[C:4]([C:9]2([C:20]3[CH:21]=[N:22][CH:23]=[N:24][CH:25]=3)[C:17]3[C:12](=[C:13]([F:18])[CH:14]=[CH:15][CH:16]=3)[C:11]([NH2:19])=[N:10]2)[CH:5]=[CH:6][C:7]=1[F:8].[F:26][C:27]1[C:32]([O:33][CH3:34])=[CH:31][CH:30]=[CH:29][C:28]=1B(O)O. The yield is 0.180. No catalyst specified. The product is [F:26][C:27]1[C:32]([O:33][CH3:34])=[CH:31][CH:30]=[CH:29][C:28]=1[C:2]1[C:7]([F:8])=[CH:6][CH:5]=[C:4]([C:9]2([C:20]3[CH:21]=[N:22][CH:23]=[N:24][CH:25]=3)[C:17]3[C:12](=[C:13]([F:18])[CH:14]=[CH:15][CH:16]=3)[C:11]([NH2:19])=[N:10]2)[CH:3]=1. (7) The reactants are Cl[C:2]([O:4][CH2:5][C:6]1[CH:11]=[CH:10][CH:9]=[CH:8][CH:7]=1)=[O:3].[OH-].[Na+].[NH2:14][CH2:15][C@H:16]1[CH2:21][CH2:20][C@H:19]([CH2:22][C:23]([OH:25])=[O:24])[CH2:18][CH2:17]1. The catalyst is C1COCC1.O. The product is [CH2:5]([O:4][C:2]([NH:14][CH2:15][CH:16]1[CH2:21][CH2:20][CH:19]([CH2:22][C:23]([OH:25])=[O:24])[CH2:18][CH2:17]1)=[O:3])[C:6]1[CH:11]=[CH:10][CH:9]=[CH:8][CH:7]=1. The yield is 0.620. (8) The reactants are Cl.[CH2:2]([O:4][C:5](=[O:13])[C@H:6]([NH2:12])[CH2:7][CH:8]([CH3:11])[CH2:9][CH3:10])[CH3:3].C(N(CC)C(C)C)(C)C.[Cl:23][C:24]1[CH:57]=[CH:56][CH:55]=[CH:54][C:25]=1[O:26][C:27]1[CH2:31]N([C@@H](CC2CCCCC2)C(NC2C=CN(CC(O)(C)C)N=2)=O)[C:29](=[O:53])[CH:28]=1. The catalyst is C(#N)C. The product is [CH2:2]([O:4][C:5](=[O:13])[C@H:6]([N:12]1[CH2:31][C:27]([O:26][C:25]2[CH:54]=[CH:55][CH:56]=[CH:57][C:24]=2[Cl:23])=[CH:28][C:29]1=[O:53])[CH2:7][CH:8]([CH3:11])[CH2:9][CH3:10])[CH3:3]. The yield is 0.460. (9) The reactants are CCN(CC)CC.[Cl:8][C:9]1[CH:14]=[C:13]([C:15](O)=[O:16])[CH:12]=[C:11]([Cl:18])[N:10]=1.CCN=C=NCCCN(C)C.C1C=CC2N(O)N=NC=2C=1.[CH3:40][NH:41][O:42][CH3:43]. The catalyst is C(Cl)Cl. The product is [Cl:8][C:9]1[CH:14]=[C:13]([C:15]([N:41]([CH3:40])[O:42][CH3:43])=[O:16])[CH:12]=[C:11]([Cl:18])[N:10]=1. The yield is 0.830. (10) The yield is 0.410. The catalyst is C([O-])([O-])=O.[Na+].[Na+].[Pd]. The reactants are CC1(C)C(C)(C)OB([C:9]2[CH:21]=[CH:20][C:12]3[N:13]=[C:14]([NH:16][C:17](=[O:19])[CH3:18])[S:15][C:11]=3[CH:10]=2)O1.Br[C:24]1[CH:25]=[C:26]([NH:31][S:32]([C:35]2[CH:40]=[CH:39][C:38]([O:41][CH3:42])=[CH:37][CH:36]=2)(=[O:34])=[O:33])[C:27]([Cl:30])=[N:28][CH:29]=1.O1CCOCC1. The product is [Cl:30][C:27]1[N:28]=[CH:29][C:24]([C:9]2[CH:21]=[CH:20][C:12]3[N:13]=[C:14]([NH:16][C:17](=[O:19])[CH3:18])[S:15][C:11]=3[CH:10]=2)=[CH:25][C:26]=1[NH:31][S:32]([C:35]1[CH:40]=[CH:39][C:38]([O:41][CH3:42])=[CH:37][CH:36]=1)(=[O:33])=[O:34].